Dataset: Peptide-MHC class I binding affinity with 185,985 pairs from IEDB/IMGT. Task: Regression. Given a peptide amino acid sequence and an MHC pseudo amino acid sequence, predict their binding affinity value. This is MHC class I binding data. (1) The peptide sequence is EVGSIRCVK. The MHC is HLA-A03:01 with pseudo-sequence HLA-A03:01. The binding affinity (normalized) is 0.418. (2) The peptide sequence is CHATLTHRL. The MHC is HLA-B40:01 with pseudo-sequence HLA-B40:01. The binding affinity (normalized) is 0.0847. (3) The peptide sequence is RKIYDLIEL. The MHC is HLA-B44:02 with pseudo-sequence HLA-B44:02. The binding affinity (normalized) is 0. (4) The peptide sequence is KSNGAQQWL. The MHC is HLA-B27:05 with pseudo-sequence HLA-B27:05. The binding affinity (normalized) is 0.0847. (5) The peptide sequence is MSLTVGAGV. The MHC is HLA-A02:01 with pseudo-sequence HLA-A02:01. The binding affinity (normalized) is 0.436. (6) The binding affinity (normalized) is 0.300. The peptide sequence is QFANVISKIY. The MHC is HLA-A68:01 with pseudo-sequence HLA-A68:01. (7) The peptide sequence is LYKTIVNIW. The MHC is HLA-A11:01 with pseudo-sequence HLA-A11:01. The binding affinity (normalized) is 0.0847. (8) The peptide sequence is QRASNVFDL. The MHC is HLA-B40:01 with pseudo-sequence HLA-B40:01. The binding affinity (normalized) is 0.213. (9) The peptide sequence is CMTSCCSCLK. The MHC is HLA-A03:01 with pseudo-sequence HLA-A03:01. The binding affinity (normalized) is 0.618. (10) The peptide sequence is LPADPASVL. The MHC is HLA-B40:02 with pseudo-sequence HLA-B40:02. The binding affinity (normalized) is 0.251.